Dataset: Reaction yield outcomes from USPTO patents with 853,638 reactions. Task: Predict the reaction yield, written as a fraction of the theoretical maximum amount of product (1.0 means a 100% yield; for example, 0.34 means a 34% yield). (1) The product is [CH2:1]([O:8][C:9]1[CH:10]=[CH:11][C:12]([I:17])=[C:13]([CH:16]=1)[CH2:14][O:15][C:18](=[O:20])[CH3:19])[C:2]1[CH:3]=[CH:4][CH:5]=[CH:6][CH:7]=1. The yield is 1.00. The reactants are [CH2:1]([O:8][C:9]1[CH:10]=[CH:11][C:12]([I:17])=[C:13]([CH:16]=1)[CH2:14][OH:15])[C:2]1[CH:7]=[CH:6][CH:5]=[CH:4][CH:3]=1.[C:18](OC(=O)C)(=[O:20])[CH3:19]. The catalyst is ClCCl.CN(C)C1C=CN=CC=1. (2) The reactants are [Br:1][C:2]1[N:3]=[C:4]([C:18]([F:21])([F:20])[F:19])[N:5]2[CH2:10][CH2:9][N:8](C(OC(C)(C)C)=O)[CH2:7][C:6]=12.[ClH:22]. The catalyst is O1CCOCC1. The product is [ClH:22].[Br:1][C:2]1[N:3]=[C:4]([C:18]([F:20])([F:19])[F:21])[N:5]2[CH2:10][CH2:9][NH:8][CH2:7][C:6]=12. The yield is 0.565. (3) The reactants are [OH:1][C:2]1[CH:9]=[CH:8][C:7]([O:10][CH3:11])=[CH:6][C:3]=1[CH:4]=[O:5].[C:12](=O)([O-])[O-].[Cs+].[Cs+].C1(C)C(S(O[CH2:28][CH2:29][O:30][S:31]([C:34]2[C:35](C)=[CH:36][CH:37]=[CH:38][CH:39]=2)(=[O:33])=[O:32])(=O)=O)=CC=CC=1. The catalyst is CN(C=O)C. The product is [CH3:11][O:10][C:7]1[CH:8]=[CH:9][C:2]([O:1][CH2:28][CH2:29][O:30][S:31]([C:34]2[CH:39]=[CH:38][C:37]([CH3:12])=[CH:36][CH:35]=2)(=[O:32])=[O:33])=[C:3]([CH:6]=1)[CH:4]=[O:5]. The yield is 0.750. (4) No catalyst specified. The product is [I:17][C:18]1[CH:19]=[CH:20][C:21]2[N:22]([CH:24]=[C:25]([NH:27][C:12](=[O:14])[C:11]3[CH:10]=[CH:9][C:8]([C:5]([CH3:6])([CH3:7])[CH2:4][CH2:3][C:1]#[N:2])=[CH:16][CH:15]=3)[N:26]=2)[CH:23]=1. The reactants are [C:1]([CH2:3][CH2:4][C:5]([C:8]1[CH:16]=[CH:15][C:11]([C:12]([OH:14])=O)=[CH:10][CH:9]=1)([CH3:7])[CH3:6])#[N:2].[I:17][C:18]1[CH:19]=[CH:20][C:21]2[N:22]([CH:24]=[C:25]([NH2:27])[N:26]=2)[CH:23]=1. The yield is 0.300.